From a dataset of Reaction yield outcomes from USPTO patents with 853,638 reactions. Predict the reaction yield, written as a fraction of the theoretical maximum amount of product (1.0 means a 100% yield; for example, 0.34 means a 34% yield). (1) The reactants are Cl[C:2]1[C:7]([CH:8]([CH2:13][CH2:14][CH3:15])[C:9]([O:11][CH3:12])=[O:10])=[C:6]([CH2:16][CH3:17])[N:5]=[C:4]([N:18]2[CH2:23][CH2:22][CH2:21][CH2:20][CH2:19]2)[N:3]=1.B(O)(O)[C:25]1[CH:26]=[CH:27][C:28]([CH3:31])=[CH:29][CH:30]=1.C(N(CC)C(C)C)(C)C. The catalyst is COCCOC.O.[Pd].C1(P(C2C=CC=CC=2)C2C=CC=CC=2)C=CC=CC=1.C1(P(C2C=CC=CC=2)C2C=CC=CC=2)C=CC=CC=1.C1(P(C2C=CC=CC=2)C2C=CC=CC=2)C=CC=CC=1.C1(P(C2C=CC=CC=2)C2C=CC=CC=2)C=CC=CC=1. The product is [CH2:16]([C:6]1[C:7]([CH:8]([CH2:13][CH2:14][CH3:15])[C:9]([O:11][CH3:12])=[O:10])=[C:2]([C:25]2[CH:26]=[CH:27][C:28]([CH3:31])=[CH:29][CH:30]=2)[N:3]=[C:4]([N:18]2[CH2:19][CH2:20][CH2:21][CH2:22][CH2:23]2)[N:5]=1)[CH3:17]. The yield is 0.350. (2) The reactants are [CH3:1][O:2][C:3]1[CH:4]=[C:5]([C:11]2[S:15][C:14]3=[N:16][C:17]([CH3:27])=[C:18]([C:19]4[CH:20]=[N:21][C:22]([O:25]C)=[CH:23][CH:24]=4)[N:13]3[N:12]=2)[CH:6]=[CH:7][C:8]=1[O:9][CH3:10].C([O-])(O)=O.[Na+]. The catalyst is Cl. The product is [CH3:1][O:2][C:3]1[CH:4]=[C:5]([C:11]2[S:15][C:14]3=[N:16][C:17]([CH3:27])=[C:18]([C:19]4[CH:24]=[CH:23][C:22]([OH:25])=[N:21][CH:20]=4)[N:13]3[N:12]=2)[CH:6]=[CH:7][C:8]=1[O:9][CH3:10]. The yield is 0.190. (3) The reactants are [Cl:1][C:2]1[CH:3]=[CH:4][C:5]2[C:14]([N:15]=1)=[C:13]1[C:8]([CH:9]=[CH:10][C:11](=O)[N:12]1C)=[CH:7][CH:6]=2.P(Cl)(Cl)([Cl:20])=O.P(Cl)(Cl)(Cl)(Cl)Cl. No catalyst specified. The product is [Cl:20][C:11]1[CH:10]=[CH:9][C:8]2[C:13](=[C:14]3[C:5](=[CH:6][CH:7]=2)[CH:4]=[CH:3][C:2]([Cl:1])=[N:15]3)[N:12]=1. The yield is 0.940. (4) The reactants are [N:1]1([C:18]([O:20]C(C)(C)C)=O)[CH2:17][CH2:16][CH2:15][C@H:2]1[C:3]([NH:5][CH2:6][CH2:7][CH2:8][C:9]1[CH:14]=[CH:13][CH:12]=[CH:11][CH:10]=1)=[O:4].C(O)(C(F)(F)F)=O.[NH:32]([C:48]([O:50][CH2:51][C:52]1[CH:57]=[CH:56][CH:55]=[CH:54][CH:53]=1)=[O:49])[C@H:33](C(O)=O)[CH2:34][CH2:35][CH2:36][NH:37][C:38]([O:40][C:41]([CH3:44])([CH3:43])[CH3:42])=[O:39].F[P-](F)(F)(F)(F)F.N1(O[P+](N(C)C)(N(C)C)N(C)C)C2C=CC=CC=2N=N1.CCN(C(C)C)C(C)C. The catalyst is C(Cl)Cl. The product is [NH:32]([C:48]([O:50][CH2:51][C:52]1[CH:53]=[CH:54][CH:55]=[CH:56][CH:57]=1)=[O:49])[C@H:33]([C:18]([N:1]1[CH2:17][CH2:16][CH2:15][C@H:2]1[C:3]([NH:5][CH2:6][CH2:7][CH2:8][C:9]1[CH:10]=[CH:11][CH:12]=[CH:13][CH:14]=1)=[O:4])=[O:20])[CH2:34][CH2:35][CH2:36][NH:37][C:38]([O:40][C:41]([CH3:44])([CH3:43])[CH3:42])=[O:39]. The yield is 0.900.